From a dataset of Peptide-MHC class II binding affinity with 134,281 pairs from IEDB. Regression. Given a peptide amino acid sequence and an MHC pseudo amino acid sequence, predict their binding affinity value. This is MHC class II binding data. (1) The peptide sequence is AQGPKATFEAMYLGT. The MHC is DRB1_0301 with pseudo-sequence DRB1_0301. The binding affinity (normalized) is 0.0205. (2) The peptide sequence is NNGGDAMYMALIAAF. The MHC is DRB1_1101 with pseudo-sequence DRB1_1101. The binding affinity (normalized) is 0.290. (3) The MHC is HLA-DQA10201-DQB10402 with pseudo-sequence HLA-DQA10201-DQB10402. The binding affinity (normalized) is 0. The peptide sequence is CSCRDQSEAQLALTI. (4) The peptide sequence is DYEYKVSKLVSRLVI. The MHC is DRB1_0301 with pseudo-sequence DRB1_0301. The binding affinity (normalized) is 0.267. (5) The peptide sequence is IVLASAALGPLIEGN. The MHC is DRB3_0202 with pseudo-sequence DRB3_0202. The binding affinity (normalized) is 0. (6) The MHC is DRB1_1301 with pseudo-sequence DRB1_1301. The binding affinity (normalized) is 1.00. The peptide sequence is MRSMPFLRKTRWTFL.